This data is from Forward reaction prediction with 1.9M reactions from USPTO patents (1976-2016). The task is: Predict the product of the given reaction. (1) Given the reactants C([O:3][C:4]([C@@H:6]1[C@@H:8]([C:9](=[O:36])[NH:10][C@@H:11]([CH2:30][C:31]2[N:32]=[CH:33][S:34][CH:35]=2)[C:12]([NH:14][CH2:15][C:16]2[N:17]=[N:18][N:19]([C:21]3[CH:26]=[CH:25][C:24]([N+:27]([O-:29])=[O:28])=[CH:23][CH:22]=3)[CH:20]=2)=[O:13])[O:7]1)=[O:5])C.[Li+].[OH-], predict the reaction product. The product is: [N+:27]([C:24]1[CH:25]=[CH:26][C:21]([N:19]2[CH:20]=[C:16]([CH2:15][NH:14][C:12](=[O:13])[C@@H:11]([NH:10][C:9]([C@H:8]3[O:7][C@@H:6]3[C:4]([OH:5])=[O:3])=[O:36])[CH2:30][C:31]3[N:32]=[CH:33][S:34][CH:35]=3)[N:17]=[N:18]2)=[CH:22][CH:23]=1)([O-:29])=[O:28]. (2) Given the reactants Cl[S:2]([C:5]1[CH:6]=[C:7]([CH:11]=[CH:12][CH:13]=1)[C:8]([OH:10])=[O:9])(=[O:4])=[O:3].[CH3:14][N:15]1[CH2:20][CH2:19][NH:18][CH2:17][CH2:16]1, predict the reaction product. The product is: [CH3:14][N:15]1[CH2:20][CH2:19][N:18]([S:2]([C:5]2[CH:6]=[C:7]([CH:11]=[CH:12][CH:13]=2)[C:8]([OH:10])=[O:9])(=[O:4])=[O:3])[CH2:17][CH2:16]1. (3) Given the reactants Br[C:2]1[CH:7]=[CH:6][CH:5]=[C:4]([C:8]2[N:12]([CH3:13])[C:11]([CH3:14])=[N:10][CH:9]=2)[CH:3]=1.[N:15]1[O:16][C:17]([NH2:29])=[C:18]2[CH2:24][CH2:23][O:22][C:21]3[CH:25]=[CH:26][CH:27]=[CH:28][C:20]=3[C:19]=12.CC(C)([O-])C.[Na+].C1(C2C=CC=CC=2)C=CC=CC=1P(C(C)(C)C)C(C)(C)C, predict the reaction product. The product is: [CH3:13][N:12]1[C:8]([C:4]2[CH:3]=[C:2]([NH:29][C:17]3[O:16][N:15]=[C:19]4[C:20]5[CH:28]=[CH:27][CH:26]=[CH:25][C:21]=5[O:22][CH2:23][CH2:24][C:18]=34)[CH:7]=[CH:6][CH:5]=2)=[CH:9][N:10]=[C:11]1[CH3:14]. (4) Given the reactants [CH2:1]([C@@H:8]1[NH:17][C:16]2[C:11](=[CH:12][CH:13]=[CH:14][CH:15]=2)[NH:10][C:9]1=[O:18])[C:2]1[CH:7]=[CH:6][CH:5]=[CH:4][CH:3]=1.C(C1C(=O)C(Cl)=C(Cl)C(=O)C=1C#N)#N, predict the reaction product. The product is: [CH2:1]([C:8]1[C:9](=[O:18])[NH:10][C:11]2[C:16]([N:17]=1)=[CH:15][CH:14]=[CH:13][CH:12]=2)[C:2]1[CH:3]=[CH:4][CH:5]=[CH:6][CH:7]=1. (5) The product is: [N:12]1[CH:17]=[CH:16][CH:15]=[CH:14][C:13]=1[CH2:18][NH:19][C:20]([C:22]1[S:30][C:29]2[C:24](=[N:25][CH:26]=[CH:27][C:28]=2[NH:11][C:7]2[CH:8]=[C:9]3[C:4](=[CH:5][CH:6]=2)[NH:3][C:2]([CH3:1])=[CH:10]3)[CH:23]=1)=[O:21]. Given the reactants [CH3:1][C:2]1[NH:3][C:4]2[C:9]([CH:10]=1)=[CH:8][C:7]([NH2:11])=[CH:6][CH:5]=2.[N:12]1[CH:17]=[CH:16][CH:15]=[CH:14][C:13]=1[CH2:18][NH:19][C:20]([C:22]1[S:30][C:29]2[C:24](=[N:25][CH:26]=[CH:27][C:28]=2Cl)[CH:23]=1)=[O:21], predict the reaction product. (6) Given the reactants [OH:1][CH2:2][C@@H:3]([NH:11][C:12]1[CH:17]=[CH:16][NH:15][C:14](=[O:18])[C:13]=1[C:19]1[NH:23][C:22]2[CH:24]=[C:25]([N:29]3[CH2:34][CH2:33][NH:32][CH2:31][CH2:30]3)[CH:26]=[C:27]([CH3:28])[C:21]=2[N:20]=1)[CH2:4][C:5]1[CH:10]=[CH:9][CH:8]=[CH:7][CH:6]=1.[CH3:35][OH:36], predict the reaction product. The product is: [OH:1][CH2:2][C@@H:3]([NH:11][C:12]1[CH:17]=[CH:16][NH:15][C:14](=[O:18])[C:13]=1[C:19]1[NH:23][C:22]2[CH:24]=[C:25]([N:29]3[CH2:30][CH2:31][N:32]([C:35]([C:5]4[CH:10]=[CH:9][CH:8]=[CH:7][CH:6]=4)=[O:36])[CH2:33][CH2:34]3)[CH:26]=[C:27]([CH3:28])[C:21]=2[N:20]=1)[CH2:4][C:5]1[CH:6]=[CH:7][CH:8]=[CH:9][CH:10]=1. (7) The product is: [C:9]([O:8][C:1]([O:3][C:4]([CH3:7])([CH3:6])[CH3:5])=[O:2])([O:11][C:12]([CH3:14])([CH3:15])[CH3:13])=[O:10].[Br:23][C:24]1[C:25]([N:39]2[CH2:44][CH2:43][CH2:42][C@@H:41]([NH:45][C:46]([O:47][C:48]([CH3:49])([CH3:51])[CH3:50])=[O:52])[CH2:40]2)=[C:26]2[C:32]([NH:33][C:34]([CH:36]3[CH2:38][CH2:37]3)=[O:35])=[CH:31][N:30]([C:1]([O:3][C:4]([CH3:7])([CH3:6])[CH3:5])=[O:2])[C:27]2=[N:28][CH:29]=1. Given the reactants [C:1]([O:8][C:9]([O:11][C:12]([CH3:15])([CH3:14])[CH3:13])=[O:10])([O:3][C:4]([CH3:7])([CH3:6])[CH3:5])=[O:2].C(N(CC)CC)C.[Br:23][C:24]1[C:25]([N:39]2[CH2:44][CH2:43][CH2:42][C@@H:41]([NH:45][C:46](=[O:52])[O:47][C:48]([CH3:51])([CH3:50])[CH3:49])[CH2:40]2)=[C:26]2[C:32]([NH:33][C:34]([CH:36]3[CH2:38][CH2:37]3)=[O:35])=[CH:31][NH:30][C:27]2=[N:28][CH:29]=1.O, predict the reaction product.